From a dataset of NCI-60 drug combinations with 297,098 pairs across 59 cell lines. Regression. Given two drug SMILES strings and cell line genomic features, predict the synergy score measuring deviation from expected non-interaction effect. (1) Drug 1: C1CN(CCN1C(=O)CCBr)C(=O)CCBr. Drug 2: CC1=C(C(=O)C2=C(C1=O)N3CC4C(C3(C2COC(=O)N)OC)N4)N. Cell line: NCI-H460. Synergy scores: CSS=56.9, Synergy_ZIP=-5.41, Synergy_Bliss=-8.67, Synergy_Loewe=-16.8, Synergy_HSA=-6.47. (2) Drug 1: C1=CC(=CC=C1C#N)C(C2=CC=C(C=C2)C#N)N3C=NC=N3. Drug 2: C1CN(P(=O)(OC1)NCCCl)CCCl. Cell line: SK-OV-3. Synergy scores: CSS=-3.62, Synergy_ZIP=3.38, Synergy_Bliss=0.659, Synergy_Loewe=-3.18, Synergy_HSA=-5.24. (3) Drug 1: CC(CN1CC(=O)NC(=O)C1)N2CC(=O)NC(=O)C2. Drug 2: C1=CC=C(C(=C1)C(C2=CC=C(C=C2)Cl)C(Cl)Cl)Cl. Cell line: OVCAR3. Synergy scores: CSS=23.3, Synergy_ZIP=-3.86, Synergy_Bliss=5.84, Synergy_Loewe=4.08, Synergy_HSA=4.48.